From a dataset of Reaction yield outcomes from USPTO patents with 853,638 reactions. Predict the reaction yield, written as a fraction of the theoretical maximum amount of product (1.0 means a 100% yield; for example, 0.34 means a 34% yield). The reactants are [NH2:1][C:2]1[CH:10]=[CH:9][CH:8]=[C:7]([Cl:11])[C:3]=1[C:4]([OH:6])=O.O=S(Cl)Cl.[F:16][C:17]1[CH:23]=[CH:22][CH:21]=[CH:20][C:18]=1[NH2:19].C(Cl)(Cl)Cl. The catalyst is C1C=CC=CC=1. The product is [NH2:1][C:2]1[CH:10]=[CH:9][CH:8]=[C:7]([Cl:11])[C:3]=1[C:4]([NH:19][C:18]1[CH:20]=[CH:21][CH:22]=[CH:23][C:17]=1[F:16])=[O:6]. The yield is 0.340.